From a dataset of Peptide-MHC class I binding affinity with 185,985 pairs from IEDB/IMGT. Regression. Given a peptide amino acid sequence and an MHC pseudo amino acid sequence, predict their binding affinity value. This is MHC class I binding data. (1) The peptide sequence is TIHLATAPK. The MHC is HLA-B08:02 with pseudo-sequence HLA-B08:02. The binding affinity (normalized) is 0.0847. (2) The peptide sequence is GLFTNSSGTQ. The MHC is HLA-A24:02 with pseudo-sequence HLA-A24:02. The binding affinity (normalized) is 0.